This data is from Reaction yield outcomes from USPTO patents with 853,638 reactions. The task is: Predict the reaction yield, written as a fraction of the theoretical maximum amount of product (1.0 means a 100% yield; for example, 0.34 means a 34% yield). (1) The reactants are CC1(C)C(C)(C)OB([C:9]2[CH:21]=[CH:20][C:12]3[N:13]=[C:14]([NH:16][C:17](=[O:19])[CH3:18])[S:15][C:11]=3[CH:10]=2)O1.C(=O)([O-])[O-].[Cs+].[Cs+].Br[C:30]1[CH:31]=[C:32]([NH:37][S:38]([N:41]2[CH2:46][CH2:45][CH2:44][CH2:43][CH2:42]2)(=[O:40])=[O:39])[C:33]([Cl:36])=[N:34][CH:35]=1.O. The catalyst is C1COCC1. The product is [Cl:36][C:33]1[N:34]=[CH:35][C:30]([C:9]2[CH:21]=[CH:20][C:12]3[N:13]=[C:14]([NH:16][C:17](=[O:19])[CH3:18])[S:15][C:11]=3[CH:10]=2)=[CH:31][C:32]=1[NH:37][S:38]([N:41]1[CH2:46][CH2:45][CH2:44][CH2:43][CH2:42]1)(=[O:40])=[O:39]. The yield is 0.130. (2) The yield is 1.00. The catalyst is C(OCC)C. The reactants are [CH2:1]([N:8]1[CH2:12][C@:11]2([O:18][CH3:19])[C:13](=O)[NH:14][C:15](=O)[C@@H:10]2[CH2:9]1)[C:2]1[CH:7]=[CH:6][CH:5]=[CH:4][CH:3]=1.[H-].[H-].[H-].[H-].[Li+].[Al+3]. The product is [CH2:1]([N:8]1[CH2:12][C@:11]2([O:18][CH3:19])[C@@H:10]([CH2:15][NH:14][CH2:13]2)[CH2:9]1)[C:2]1[CH:3]=[CH:4][CH:5]=[CH:6][CH:7]=1. (3) The reactants are C([O:3][CH:4](OCC)[CH2:5][O:6][C:7]1[C:14]([O:15][CH3:16])=[CH:13][C:12]([O:17][CH3:18])=[CH:11][C:8]=1[CH:9]=O)C.[BH4-].[Na+]. The catalyst is C1COCC1.CCO. The product is [CH3:18][O:17][C:12]1[CH:13]=[C:14]([O:15][CH3:16])[C:7]2[O:6][C:5]([CH2:4][OH:3])=[CH:9][C:8]=2[CH:11]=1. The yield is 0.820. (4) The yield is 0.510. No catalyst specified. The product is [Br:21][C:18]1[CH:19]=[CH:20][N:16]([NH:15][C:13](=[O:14])[C@@H:12]([NH:11][C:9](=[O:10])[O:8][CH2:1][C:2]2[CH:3]=[CH:4][CH:5]=[CH:6][CH:7]=2)[CH3:26])[C:17]=1[C:22](=[O:24])[NH:35][C:33]1[CH:32]=[CH:31][CH:30]=[C:29]([C:28]([F:36])([F:27])[F:37])[N:34]=1. The reactants are [CH2:1]([O:8][C:9]([NH:11][C@@H:12]([CH3:26])[C:13]([NH:15][N:16]1[CH:20]=[CH:19][C:18]([Br:21])=[C:17]1[C:22]([O:24]C)=O)=[O:14])=[O:10])[C:2]1[CH:7]=[CH:6][CH:5]=[CH:4][CH:3]=1.[F:27][C:28]([F:37])([F:36])[C:29]1[N:34]=[C:33]([NH2:35])[CH:32]=[CH:31][CH:30]=1. (5) The reactants are Br/[CH:2]=[C:3]1\[C:4]2[CH:17]=[CH:16][C:15]([F:18])=[CH:14][C:5]=2[CH2:6][CH2:7][C:8]2[C:13]\1=[CH:12][CH:11]=[CH:10][N:9]=2.CC1(C)C(C)(C)OB([C:27]2[CH:36]=[CH:35][C:30]3[NH:31][C:32](=[O:34])[NH:33][C:29]=3[CH:28]=2)O1. No catalyst specified. The product is [F:18][C:15]1[CH:16]=[CH:17][C:4]2/[C:3](=[CH:2]\[C:27]3[CH:36]=[CH:35][C:30]4[NH:31][C:32](=[O:34])[NH:33][C:29]=4[CH:28]=3)/[C:13]3[C:8]([CH2:7][CH2:6][C:5]=2[CH:14]=1)=[N:9][CH:10]=[CH:11][CH:12]=3. The yield is 0.600. (6) The reactants are [CH2:1]([O:3][C:4](=[O:45])[CH2:5][CH2:6][CH2:7][CH2:8][CH2:9][O:10][C:11]1[CH:16]=[CH:15][C:14]([C:17]([CH2:42][CH3:43])([C:20]2[CH:25]=[CH:24][C:23](/[CH:26]=[CH:27]/[C:28]([O:37]COC)([C:33]([F:36])([F:35])[F:34])[C:29]([F:32])([F:31])[F:30])=[C:22]([CH3:41])[CH:21]=2)[CH2:18][CH3:19])=[CH:13][C:12]=1[CH3:44])[CH3:2].CCO.C(Br)(Br)(Br)Br. The catalyst is O. The product is [CH2:1]([O:3][C:4](=[O:45])[CH2:5][CH2:6][CH2:7][CH2:8][CH2:9][O:10][C:11]1[CH:16]=[CH:15][C:14]([C:17]([CH2:42][CH3:43])([C:20]2[CH:25]=[CH:24][C:23](/[CH:26]=[CH:27]/[C:28]([OH:37])([C:33]([F:35])([F:36])[F:34])[C:29]([F:32])([F:31])[F:30])=[C:22]([CH3:41])[CH:21]=2)[CH2:18][CH3:19])=[CH:13][C:12]=1[CH3:44])[CH3:2]. The yield is 0.730. (7) The reactants are I[C:2]1[CH:3]=[C:4]([CH:9]=[CH:10][C:11]=1[CH3:12])[C:5]([O:7][CH3:8])=[O:6].[CH3:13][C:14]1([CH3:30])[C:18]([CH3:20])([CH3:19])[O:17][B:16]([B:16]2[O:17][C:18]([CH3:20])([CH3:19])[C:14]([CH3:30])([CH3:13])[O:15]2)[O:15]1.CC([O-])=O.[K+].C(Cl)Cl. The catalyst is CS(C)=O.C1C=CC(P(C2C=CC=CC=2)[C-]2C=CC=C2)=CC=1.C1C=CC(P(C2C=CC=CC=2)[C-]2C=CC=C2)=CC=1.Cl[Pd]Cl.[Fe+2]. The product is [CH3:12][C:11]1[CH:10]=[CH:9][C:4]([C:5]([O:7][CH3:8])=[O:6])=[CH:3][C:2]=1[B:16]1[O:17][C:18]([CH3:20])([CH3:19])[C:14]([CH3:30])([CH3:13])[O:15]1. The yield is 0.710.